Dataset: Full USPTO retrosynthesis dataset with 1.9M reactions from patents (1976-2016). Task: Predict the reactants needed to synthesize the given product. (1) Given the product [CH3:21][O:20][C:18]([C:16]1[CH:15]=[CH:14][N:13]=[C:12]([CH2:11][C:8]2[CH:9]=[C:10]3[C:5](=[CH:6][CH:7]=2)[N:4]([C:22]([O:24][C:25]([CH3:26])([CH3:28])[CH3:27])=[O:23])[CH:3]=[C:2]3[CH3:37])[CH:17]=1)=[O:19], predict the reactants needed to synthesize it. The reactants are: Cl[C:2]1[C:10]2[C:5](=[CH:6][CH:7]=[C:8]([CH2:11][C:12]3[CH:17]=[C:16]([C:18]([O:20][CH3:21])=[O:19])[CH:15]=[CH:14][N:13]=3)[CH:9]=2)[N:4]([C:22]([O:24][C:25]([CH3:28])([CH3:27])[CH3:26])=[O:23])[CH:3]=1.P([O-])([O-])([O-])=O.[K+].[K+].[K+].[CH3:37]B1OB(C)OB(C)O1.C1(P(C2CCCCC2)C2C=CC=CC=2C2C(C(C)C)=CC(C(C)C)=CC=2C(C)C)CCCCC1. (2) The reactants are: [CH3:1][C:2]([O:5][C:6]([NH:8][CH2:9][CH2:10][C:11]([OH:13])=O)=[O:7])([CH3:4])[CH3:3].CN(C(ON1N=NC2C=CC=NC1=2)=[N+](C)C)C.F[P-](F)(F)(F)(F)F.CCN(C(C)C)C(C)C.[C:47]([N:50]1[C:59]2[C:54](=[CH:55][C:56]([C:60]([NH:62]O)=[NH:61])=[CH:57][CH:58]=2)[C@H:53]([NH:64][C:65](=[O:70])[O:66][CH:67]([CH3:69])[CH3:68])[CH2:52][C@@H:51]1[CH3:71])(=[O:49])[CH3:48]. Given the product [C:47]([N:50]1[C:59]2[C:54](=[CH:55][C:56]([C:60]3[N:62]=[C:11]([CH2:10][CH2:9][NH:8][C:6]([O:5][C:2]([CH3:1])([CH3:3])[CH3:4])=[O:7])[O:13][N:61]=3)=[CH:57][CH:58]=2)[C@H:53]([NH:64][C:65](=[O:70])[O:66][CH:67]([CH3:68])[CH3:69])[CH2:52][C@@H:51]1[CH3:71])(=[O:49])[CH3:48], predict the reactants needed to synthesize it. (3) Given the product [Cl:5][C:6]1[CH:11]=[CH:10][CH:9]=[CH:8][C:7]=1[N:12]1[C:16]([C:17]2[S:18][C:19]([C:22]3[CH:27]=[CH:26][CH:25]=[C:24]([S:28]([CH3:31])(=[O:29])=[O:30])[CH:23]=3)=[CH:20][CH:21]=2)=[CH:15][C:14]([C:32]2([C:33]#[N:34])[CH2:3][CH2:2]2)=[N:13]1, predict the reactants needed to synthesize it. The reactants are: Br[CH2:2][CH2:3]Br.[Cl:5][C:6]1[CH:11]=[CH:10][CH:9]=[CH:8][C:7]=1[N:12]1[C:16]([C:17]2[S:18][C:19]([C:22]3[CH:27]=[CH:26][CH:25]=[C:24]([S:28]([CH3:31])(=[O:30])=[O:29])[CH:23]=3)=[CH:20][CH:21]=2)=[CH:15][C:14]([CH2:32][C:33]#[N:34])=[N:13]1.[OH-].[Na+]. (4) Given the product [Br:1][C:2]1[C:3]2[C:8](=[CH:7][C:6]([C:13]3[O:14][C:15]4[CH:27]=[CH:26][CH:25]=[CH:24][C:16]=4[C:17]=3[C:18](=[O:23])[CH2:19][CH2:20][CH2:21][CH3:22])=[CH:5][CH:4]=2)[CH:9]=[CH:10][C:11]=1[O:12][CH2:35][C:36]#[N:37], predict the reactants needed to synthesize it. The reactants are: [Br:1][C:2]1[C:11]([OH:12])=[CH:10][CH:9]=[C:8]2[C:3]=1[CH:4]=[CH:5][C:6]([C:13]1[O:14][C:15]3[CH:27]=[CH:26][CH:25]=[CH:24][C:16]=3[C:17]=1[C:18](=[O:23])[CH2:19][CH2:20][CH2:21][CH3:22])=[CH:7]2.C(=O)([O-])[O-].[Cs+].[Cs+].Br[CH2:35][C:36]#[N:37].O. (5) The reactants are: [NH2:1][C:2]1[CH:3]=[CH:4][C:5]([O:24][CH2:25][CH3:26])=[C:6]([C:8]2[NH:13][C:12](=[O:14])[C:11]3=[C:15]([CH3:23])[N:16]=[C:17]([CH:18]4[CH2:22][CH2:21][CH2:20][CH2:19]4)[N:10]3[N:9]=2)[CH:7]=1.[N:27]1[O:31][N:30]=[C:29]2[C:32]([S:36](Cl)(=[O:38])=[O:37])=[CH:33][CH:34]=[CH:35][C:28]=12.N1C=CC=CC=1. Given the product [CH2:25]([O:24][C:5]1[CH:4]=[CH:3][C:2]([NH:1][S:36]([C:32]2[C:29]3=[N:30][O:31][N:27]=[C:28]3[CH:35]=[CH:34][CH:33]=2)(=[O:38])=[O:37])=[CH:7][C:6]=1[C:8]1[NH:13][C:12](=[O:14])[C:11]2=[C:15]([CH3:23])[N:16]=[C:17]([CH:18]3[CH2:22][CH2:21][CH2:20][CH2:19]3)[N:10]2[N:9]=1)[CH3:26], predict the reactants needed to synthesize it. (6) Given the product [NH2:1][C:2]1[N:7]=[C:6]([N:8]2[C@H:13]([CH3:14])[CH2:12][CH2:11][C@H:10]([C:15]([NH:17][C:18]([CH3:26])([C:20]3[CH:25]=[CH:24][CH:23]=[CH:22][CH:21]=3)[CH3:19])=[O:16])[CH2:9]2)[CH:5]=[C:4]([C:27]2[CH:28]=[C:29]3[C:30]([C:33]([NH2:34])=[N:48][NH:49]3)=[CH:31][CH:32]=2)[N:3]=1, predict the reactants needed to synthesize it. The reactants are: [NH2:1][C:2]1[N:7]=[C:6]([N:8]2[C@H:13]([CH3:14])[CH2:12][CH2:11][C@H:10]([C:15]([NH:17][C:18]([CH3:26])([C:20]3[CH:25]=[CH:24][CH:23]=[CH:22][CH:21]=3)[CH3:19])=[O:16])[CH2:9]2)[CH:5]=[C:4]([C:27]2[CH:32]=[CH:31][C:30]([C:33]#[N:34])=[C:29](F)[CH:28]=2)[N:3]=1.CCO.CCN(C(C)C)C(C)C.[NH2:48][NH2:49]. (7) Given the product [CH:1]1([CH:6]([C:10]2[CH:15]=[CH:14][CH:13]=[CH:12][N:11]=2)[C:7]([NH:26][C:23]2[CH:24]=[C:25]3[C:20](=[CH:21][CH:22]=2)[N:19]([CH:27]2[CH2:32][CH2:31][CH2:30][CH2:29][O:28]2)[N:18]=[C:17]3[I:16])=[O:9])[CH2:2][CH2:3][CH2:4][CH2:5]1, predict the reactants needed to synthesize it. The reactants are: [CH:1]1([CH:6]([C:10]2[CH:15]=[CH:14][CH:13]=[CH:12][N:11]=2)[C:7]([OH:9])=O)[CH2:5][CH2:4][CH2:3][CH2:2]1.[I:16][C:17]1[C:25]2[C:20](=[CH:21][CH:22]=[C:23]([NH2:26])[CH:24]=2)[N:19]([CH:27]2[CH2:32][CH2:31][CH2:30][CH2:29][O:28]2)[N:18]=1.